From a dataset of Reaction yield outcomes from USPTO patents with 853,638 reactions. Predict the reaction yield, written as a fraction of the theoretical maximum amount of product (1.0 means a 100% yield; for example, 0.34 means a 34% yield). (1) The reactants are [F:1][C:2]1[CH:3]=[C:4]([C:35]2[C:36]([C:41]#[N:42])=[CH:37][CH:38]=[CH:39][CH:40]=2)[CH:5]=[CH:6][C:7]=1[CH2:8][C:9]1[C:10](=[O:34])[N:11]([C@H:21]2[CH2:26][CH2:25][C@H:24]([O:27][C@H:28]3[C@@H:32]([OH:33])[CH2:31][O:30][CH2:29]3)[CH2:23][CH2:22]2)[C:12]2[N:13]([N:18]=[CH:19][N:20]=2)[C:14]=1[CH2:15][CH2:16][CH3:17].CC(OI1(OC(C)=O)(OC(C)=O)OC(=O)C2C1=CC=CC=2)=O.C(=O)([O-])O.[Na+].S([O-])([O-])(=O)=S.[Na+].[Na+]. The catalyst is C(#N)C. The product is [F:1][C:2]1[CH:3]=[C:4]([C:35]2[C:36]([C:41]#[N:42])=[CH:37][CH:38]=[CH:39][CH:40]=2)[CH:5]=[CH:6][C:7]=1[CH2:8][C:9]1[C:10](=[O:34])[N:11]([C@H:21]2[CH2:22][CH2:23][C@H:24]([O:27][C@H:28]3[C:32](=[O:33])[CH2:31][O:30][CH2:29]3)[CH2:25][CH2:26]2)[C:12]2[N:13]([N:18]=[CH:19][N:20]=2)[C:14]=1[CH2:15][CH2:16][CH3:17]. The yield is 0.450. (2) The reactants are [F:1][C:2]([F:14])([F:13])[C:3]1[C:7]([C:8]([O:10][CH2:11][CH3:12])=[O:9])=[CH:6][NH:5][N:4]=1.[F:15][C:16]1[CH:21]=[CH:20][C:19](B(O)O)=[CH:18][CH:17]=1.N1C=CC=CC=1. The catalyst is CN(C=O)C.C([O-])(=O)C.[Cu+2].C([O-])(=O)C. The product is [F:15][C:16]1[CH:21]=[CH:20][C:19]([N:5]2[CH:6]=[C:7]([C:8]([O:10][CH2:11][CH3:12])=[O:9])[C:3]([C:2]([F:1])([F:13])[F:14])=[N:4]2)=[CH:18][CH:17]=1. The yield is 1.06. (3) The reactants are [F:1][C:2]([F:16])([F:15])[C:3]1[CH:4]=[C:5]([CH:8]=[C:9]([C:11]([F:14])([F:13])[F:12])[CH:10]=1)[CH2:6][NH2:7].[C:17](=N)([C:24]1[CH:29]=[CH:28][CH:27]=[CH:26][CH:25]=1)[C:18]1[CH:23]=[CH:22][CH:21]=[CH:20][CH:19]=1. The catalyst is C(OC(C)C)(C)C. The product is [C:17](=[N:7][CH2:6][C:5]1[CH:4]=[C:3]([C:2]([F:15])([F:16])[F:1])[CH:10]=[C:9]([C:11]([F:14])([F:12])[F:13])[CH:8]=1)([C:18]1[CH:23]=[CH:22][CH:21]=[CH:20][CH:19]=1)[C:24]1[CH:29]=[CH:28][CH:27]=[CH:26][CH:25]=1. The yield is 0.920. (4) The reactants are [CH3:1][N:2]([CH3:21])[CH2:3][CH2:4][O:5][C:6]1[CH:7]=[C:8]([C:18]([OH:20])=O)[C:9]2[CH:10]=[CH:11][N:12]([CH:15]([CH3:17])[CH3:16])[C:13]=2[CH:14]=1.CCN=C=NCCCN(C)C.Cl.C1C=CC2N(O)N=NC=2C=1.CCN(C(C)C)C(C)C.[NH2:53][CH2:54][C:55]1[C:56](=[O:65])[NH:57][C:58]([CH3:64])=[CH:59][C:60]=1[CH2:61][CH2:62][CH3:63]. The catalyst is CN(C=O)C.O. The product is [CH3:64][C:58]1[NH:57][C:56](=[O:65])[C:55]([CH2:54][NH:53][C:18]([C:8]2[C:9]3[CH:10]=[CH:11][N:12]([CH:15]([CH3:16])[CH3:17])[C:13]=3[CH:14]=[C:6]([O:5][CH2:4][CH2:3][N:2]([CH3:1])[CH3:21])[CH:7]=2)=[O:20])=[C:60]([CH2:61][CH2:62][CH3:63])[CH:59]=1. The yield is 0.190. (5) The reactants are CC([O-])(C)C.[K+].[CH3:7][N:8]1[C:16]2[C:11](=[CH:12][N:13]=[CH:14][CH:15]=2)[CH:10]=[CH:9]1.[SiH:17]([CH2:22][CH3:23])([CH2:20][CH3:21])[CH2:18][CH3:19]. The catalyst is C1COCC1. The product is [CH3:7][N:8]1[C:16]2[CH:15]=[CH:14][N:13]=[CH:12][C:11]=2[CH:10]=[C:9]1[Si:17]([CH2:22][CH3:23])([CH2:20][CH3:21])[CH2:18][CH3:19]. The yield is 0.310.